This data is from Full USPTO retrosynthesis dataset with 1.9M reactions from patents (1976-2016). The task is: Predict the reactants needed to synthesize the given product. (1) Given the product [Cl:1][C:2]1[C:11]2[C:6](=[CH:7][C:8]([C:12]#[N:13])=[CH:9][CH:10]=2)[C:5]([NH:21][CH2:20][C:19]2[CH:22]=[CH:23][C:24]([O:25][CH3:26])=[C:17]([C:15]#[N:16])[CH:18]=2)=[N:4][N:3]=1, predict the reactants needed to synthesize it. The reactants are: [Cl:1][C:2]1[C:11]2[C:6](=[CH:7][C:8]([C:12]#[N:13])=[CH:9][CH:10]=2)[C:5](Cl)=[N:4][N:3]=1.[C:15]([C:17]1[CH:18]=[C:19]([CH:22]=[CH:23][C:24]=1[O:25][CH3:26])[CH2:20][NH2:21])#[N:16].C1CCN2C(=NCCC2)CC1. (2) Given the product [N:1]1([CH:7]2[CH2:8][CH2:9][CH:10]([C:11]([O:13][CH3:14])=[O:12])[CH2:15][CH2:16]2)[CH2:5][CH2:4][CH2:3][C:2]1=[O:6], predict the reactants needed to synthesize it. The reactants are: [N:1]1([C:7]2[CH:16]=[CH:15][C:10]([C:11]([O:13][CH3:14])=[O:12])=[CH:9][CH:8]=2)[CH2:5][CH2:4][CH2:3][C:2]1=[O:6]. (3) Given the product [CH:30]1([NH:26][CH2:25][CH2:24][CH2:23][CH2:22][N:21]([CH2:20][C:19]2[CH:28]=[CH:29][C:16]([CH2:15][N:7]([CH2:6][C:2]3[NH:3][CH:4]=[CH:5][N:1]=3)[CH2:8][C:9]3[N:10]([CH3:14])[CH:11]=[CH:12][N:13]=3)=[CH:17][CH:18]=2)[CH3:27])[CH2:35][CH2:34][CH2:33][CH2:32][CH2:31]1, predict the reactants needed to synthesize it. The reactants are: [NH:1]1[CH:5]=[CH:4][N:3]=[C:2]1[CH2:6][N:7]([CH2:15][C:16]1[CH:29]=[CH:28][C:19]([CH2:20][N:21]([CH3:27])[CH2:22][CH2:23][CH2:24][CH2:25][NH2:26])=[CH:18][CH:17]=1)[CH2:8][C:9]1[N:10]([CH3:14])[CH:11]=[CH:12][N:13]=1.[C:30]1(=O)[CH2:35][CH2:34][CH2:33][CH2:32][CH2:31]1.C([BH3-])#N.[Na+].C(O)(=O)C. (4) The reactants are: [NH2:1][C:2]1[C:7]2[C:8]([C:11]3[CH:16]=[CH:15][C:14]([NH:17][C:18]([NH:20][C:21]4[CH:26]=[CH:25][CH:24]=[C:23]([F:27])[CH:22]=4)=[O:19])=[CH:13][CH:12]=3)=[CH:9][S:10][C:6]=2[C:5]([C:28](O)=[O:29])=[CH:4][N:3]=1.[CH2:31]([N:33]([CH2:38][CH3:39])[CH2:34][CH2:35][CH2:36][NH2:37])[CH3:32].O.ON1C2C=CC=CC=2N=N1.CN1CCOCC1.Cl.C(N=C=NCCCN(C)C)C. Given the product [NH2:1][C:2]1[C:7]2[C:8]([C:11]3[CH:12]=[CH:13][C:14]([NH:17][C:18](=[O:19])[NH:20][C:21]4[CH:26]=[CH:25][CH:24]=[C:23]([F:27])[CH:22]=4)=[CH:15][CH:16]=3)=[CH:9][S:10][C:6]=2[C:5]([C:28]([NH:37][CH2:36][CH2:35][CH2:34][N:33]([CH2:38][CH3:39])[CH2:31][CH3:32])=[O:29])=[CH:4][N:3]=1, predict the reactants needed to synthesize it. (5) The reactants are: Cl.[Cl:2][C:3]1[CH:26]=[CH:25][C:6]([C:7]([N:9]([C@@H:11]2[CH2:16][CH2:15][NH:14][CH2:13][C@H:12]2[C:17]2[CH:22]=[CH:21][C:20]([Cl:23])=[C:19]([Cl:24])[CH:18]=2)[CH3:10])=[O:8])=[CH:5][CH:4]=1.[C:27]([N:30]1[CH2:35][CH2:34][CH:33]([C:36](O)=[O:37])[CH2:32][CH2:31]1)(=[O:29])[CH3:28].CCN=C=NCCCN(C)C.Cl.C1C=CC2N(O)N=NC=2C=1. Given the product [C:27]([N:30]1[CH2:31][CH2:32][CH:33]([C:36]([N:14]2[CH2:15][CH2:16][C@@H:11]([N:9]([CH3:10])[C:7](=[O:8])[C:6]3[CH:5]=[CH:4][C:3]([Cl:2])=[CH:26][CH:25]=3)[C@H:12]([C:17]3[CH:22]=[CH:21][C:20]([Cl:23])=[C:19]([Cl:24])[CH:18]=3)[CH2:13]2)=[O:37])[CH2:34][CH2:35]1)(=[O:29])[CH3:28], predict the reactants needed to synthesize it. (6) Given the product [Cl:37][C:33]1[CH:32]=[C:31]([C:29]2[O:28][N:27]=[C:26]([CH:24]([N:14]([CH3:15])[C:11]3[N:10]([CH3:16])[C:9]([C:4]4[CH:5]=[C:6]([F:8])[CH:7]=[C:2]([F:1])[CH:3]=4)=[N:13][N:12]=3)[CH3:25])[N:30]=2)[CH:36]=[CH:35][CH:34]=1, predict the reactants needed to synthesize it. The reactants are: [F:1][C:2]1[CH:3]=[C:4]([C:9]2[N:10]([CH3:16])[C:11]([NH:14][CH3:15])=[N:12][N:13]=2)[CH:5]=[C:6]([F:8])[CH:7]=1.[H-].[Na+].CS(O[CH:24]([C:26]1[N:30]=[C:29]([C:31]2[CH:36]=[CH:35][CH:34]=[C:33]([Cl:37])[CH:32]=2)[O:28][N:27]=1)[CH3:25])(=O)=O. (7) Given the product [I:16][C:13]1[S:12][C:11]2[N:6]=[CH:7][NH:8][C:9](=[O:15])[C:10]=2[CH:14]=1, predict the reactants needed to synthesize it. The reactants are: S(=O)(=O)(O)O.[N:6]1[C:11]2[S:12][CH:13]=[CH:14][C:10]=2[C:9](=[O:15])[NH:8][CH:7]=1.[I:16](O)(=O)(=O)=O.II. (8) Given the product [F:1][C:2]1[CH:3]=[C:4]([C@H:9]2[CH2:10][CH2:11][C@H:12]([CH2:15][OH:16])[CH2:13][CH2:14]2)[CH:5]=[C:6]([F:8])[CH:7]=1, predict the reactants needed to synthesize it. The reactants are: [F:1][C:2]1[CH:3]=[C:4]([C@H:9]2[CH2:14][CH2:13][C@H:12]([CH:15]=[O:16])[CH2:11][CH2:10]2)[CH:5]=[C:6]([F:8])[CH:7]=1.C1COCC1.[BH4-].[Na+].Cl. (9) Given the product [C:1]([C:3]1[CH:4]=[N:5][N:6]([CH2:17][CH2:18][C@@:19]([CH3:29])([S:25]([CH3:28])(=[O:27])=[O:26])[C:20]([OH:22])=[O:21])[CH:7]=1)#[N:2], predict the reactants needed to synthesize it. The reactants are: [C:1]([C:3]1[CH:4]=[N:5][NH:6][CH:7]=1)#[N:2].C(=O)([O-])[O-].[Cs+].[Cs+].[I-].[Na+].Br[CH2:17][CH2:18][C@@:19]([CH3:29])([S:25]([CH3:28])(=[O:27])=[O:26])[C:20]([O:22]CC)=[O:21].[OH-].[Li+].